This data is from Forward reaction prediction with 1.9M reactions from USPTO patents (1976-2016). The task is: Predict the product of the given reaction. (1) Given the reactants Cl.[C:2]([S:5][CH2:6][CH:7]=[C:8]1[C:17]2[C:12](=[CH:13][CH:14]=[C:15]([Br:18])[CH:16]=2)[O:11][CH:10]([C:19]2[CH:24]=[CH:23][CH:22]=[CH:21][CH:20]=2)[CH2:9]1)(=[NH:4])[NH2:3].NC(N)=S.CS(O)(=O)=O, predict the reaction product. The product is: [Br:18][C:15]1[CH:16]=[C:17]2[C:8]3([CH2:7][CH2:6][S:5][C:2]([NH2:3])=[N:4]3)[CH2:9][CH:10]([C:19]3[CH:24]=[CH:23][CH:22]=[CH:21][CH:20]=3)[O:11][C:12]2=[CH:13][CH:14]=1. (2) Given the reactants Cl[C:2]1[CH:12]=[C:11]([C:13]([O:15][CH2:16][CH3:17])=[O:14])[C:10]([C:18]2[C:31]3[C:32]4=[C:33]5[C:28](=[CH:29][CH:30]=3)[CH:27]=[CH:26][CH:25]=[C:24]5[CH:23]=[CH:22][C:21]4=[CH:20][CH:19]=2)=[CH:9][C:3]=1[C:4]([O:6][CH2:7][CH3:8])=[O:5].[C:34]1(B(O)O)[C:43]2[C:38](=[CH:39][CH:40]=[CH:41][CH:42]=2)[CH:37]=[CH:36][CH:35]=1.C([O-])([O-])=O.[Cs+].[Cs+].N#N.C(P(C(C)(C)C)C(C)(C)C)(C)(C)C, predict the reaction product. The product is: [C:34]1([C:2]2[CH:12]=[C:11]([C:13]([O:15][CH2:16][CH3:17])=[O:14])[C:10]([C:18]3[C:31]4[C:32]5=[C:33]6[C:28](=[CH:29][CH:30]=4)[CH:27]=[CH:26][CH:25]=[C:24]6[CH:23]=[CH:22][C:21]5=[CH:20][CH:19]=3)=[CH:9][C:3]=2[C:4]([O:6][CH2:7][CH3:8])=[O:5])[C:43]2[C:38](=[CH:39][CH:40]=[CH:41][CH:42]=2)[CH:37]=[CH:36][CH:35]=1. (3) Given the reactants F[C:2]1[C:10]([F:11])=[C:9]([F:12])[CH:8]=[CH:7][C:3]=1[C:4]([OH:6])=[O:5].[CH2:13]([C:17]1[CH:23]=[CH:22][C:20]([NH2:21])=[C:19]([F:24])[CH:18]=1)[CH2:14][CH2:15][CH3:16].[Li+].C[Si]([N-][Si](C)(C)C)(C)C, predict the reaction product. The product is: [CH2:13]([C:17]1[CH:23]=[CH:22][C:20]([NH:21][C:2]2[C:10]([F:11])=[C:9]([F:12])[CH:8]=[CH:7][C:3]=2[C:4]([OH:6])=[O:5])=[C:19]([F:24])[CH:18]=1)[CH2:14][CH2:15][CH3:16]. (4) Given the reactants [NH2:1][C:2]1[CH:12]=[CH:11][C:5]([C:6]([O:8][CH2:9][CH3:10])=[O:7])=[CH:4][N:3]=1.[C:13](O[C:13]([O:15][C:16]([CH3:19])([CH3:18])[CH3:17])=[O:14])([O:15][C:16]([CH3:19])([CH3:18])[CH3:17])=[O:14], predict the reaction product. The product is: [C:16]([O:15][C:13]([N:1]([C:13]([O:15][C:16]([CH3:19])([CH3:18])[CH3:17])=[O:14])[C:2]1[CH:12]=[CH:11][C:5]([C:6]([O:8][CH2:9][CH3:10])=[O:7])=[CH:4][N:3]=1)=[O:14])([CH3:19])([CH3:18])[CH3:17].